Dataset: NCI-60 drug combinations with 297,098 pairs across 59 cell lines. Task: Regression. Given two drug SMILES strings and cell line genomic features, predict the synergy score measuring deviation from expected non-interaction effect. (1) Drug 1: C1CC(=O)NC(=O)C1N2CC3=C(C2=O)C=CC=C3N. Drug 2: C1=CC=C(C(=C1)C(C2=CC=C(C=C2)Cl)C(Cl)Cl)Cl. Cell line: PC-3. Synergy scores: CSS=9.11, Synergy_ZIP=-0.886, Synergy_Bliss=1.24, Synergy_Loewe=2.10, Synergy_HSA=2.13. (2) Drug 1: CN1CCC(CC1)COC2=C(C=C3C(=C2)N=CN=C3NC4=C(C=C(C=C4)Br)F)OC. Drug 2: CS(=O)(=O)C1=CC(=C(C=C1)C(=O)NC2=CC(=C(C=C2)Cl)C3=CC=CC=N3)Cl. Cell line: BT-549. Synergy scores: CSS=-0.915, Synergy_ZIP=0.178, Synergy_Bliss=2.74, Synergy_Loewe=-0.764, Synergy_HSA=0.0625. (3) Drug 1: CC1=CC=C(C=C1)C2=CC(=NN2C3=CC=C(C=C3)S(=O)(=O)N)C(F)(F)F. Drug 2: C1C(C(OC1N2C=NC(=NC2=O)N)CO)O. Cell line: SNB-75. Synergy scores: CSS=1.89, Synergy_ZIP=-0.687, Synergy_Bliss=-0.494, Synergy_Loewe=-0.256, Synergy_HSA=-0.742.